From a dataset of Peptide-MHC class I binding affinity with 185,985 pairs from IEDB/IMGT. Regression. Given a peptide amino acid sequence and an MHC pseudo amino acid sequence, predict their binding affinity value. This is MHC class I binding data. The peptide sequence is KEKGPIFRD. The MHC is HLA-B35:01 with pseudo-sequence HLA-B35:01. The binding affinity (normalized) is 0.0847.